Dataset: Catalyst prediction with 721,799 reactions and 888 catalyst types from USPTO. Task: Predict which catalyst facilitates the given reaction. (1) Reactant: [C:1](=O)([O-])[O-].[K+].[K+].[CH2:7]([O:9][CH2:10][O:11][C:12]1[CH:17]=[C:16]([O:18][CH2:19][O:20][CH2:21][CH3:22])[CH:15]=[CH:14][C:13]=1[OH:23])[CH3:8].CI. Product: [CH2:7]([O:9][CH2:10][O:11][C:12]1[CH:17]=[C:16]([O:18][CH2:19][O:20][CH2:21][CH3:22])[CH:15]=[CH:14][C:13]=1[O:23][CH3:1])[CH3:8]. The catalyst class is: 9. (2) Reactant: [CH3:1][N:2]([CH3:6])[C:3](Cl)=[O:4].[CH2:7]([N:9](CC)CC)C.C(N)[C:15]1[CH:20]=[CH:19][CH:18]=[CH:17][CH:16]=1. Product: [CH2:1]([N:2]([CH3:6])[C:3]([NH:9][CH3:7])=[O:4])[C:15]1[CH:20]=[CH:19][CH:18]=[CH:17][CH:16]=1. The catalyst class is: 12.